Dataset: Full USPTO retrosynthesis dataset with 1.9M reactions from patents (1976-2016). Task: Predict the reactants needed to synthesize the given product. Given the product [OH:38][CH:35]([CH2:36][OH:37])[CH2:34][N:32]([CH3:33])[C:31]([C:28]1[C:29]([I:30])=[C:24]([C:25]([I:49])=[C:26]([NH:41][C:42](=[O:48])[CH2:43][OH:44])[C:27]=1[I:40])[C:23]([NH:22][CH:19]1[CH:20]([OH:21])[CH:15]([NH:14][C:12](=[O:13])[C:11]2[C:10]([I:96])=[C:9]([NH:8][C:6](=[O:7])[CH2:5][OH:4])[C:84]([I:85])=[C:83]([C:86](=[O:94])[N:87]([CH2:89][CH:90]([OH:93])[CH2:91][OH:92])[CH3:88])[C:82]=2[I:95])[CH:16]([OH:81])[CH:17]([NH:52][C:53](=[O:54])[C:55]2[C:56]([I:80])=[C:57]([NH:72][C:73](=[O:74])[CH2:75][OH:76])[C:58]([I:71])=[C:59]([C:62](=[O:70])[N:63]([CH2:65][CH:66]([OH:69])[CH2:67][OH:68])[CH3:64])[C:60]=2[I:61])[CH:18]1[OH:51])=[O:50])=[O:39], predict the reactants needed to synthesize it. The reactants are: C([O:4][CH2:5][C:6]([NH:8][C:9]1[C:10]([I:96])=[C:11]([C:82]([I:95])=[C:83]([C:86](=[O:94])[N:87]([CH2:89][CH:90]([OH:93])[CH2:91][OH:92])[CH3:88])[C:84]=1[I:85])[C:12]([NH:14][CH:15]1[CH:20]([OH:21])[CH:19]([NH:22][C:23](=[O:50])[C:24]2[C:29]([I:30])=[C:28]([C:31](=[O:39])[N:32]([CH2:34][CH:35]([OH:38])[CH2:36][OH:37])[CH3:33])[C:27]([I:40])=[C:26]([NH:41][C:42](=[O:48])[CH2:43][O:44]C(=O)C)[C:25]=2[I:49])[CH:18]([OH:51])[CH:17]([NH:52][C:53]([C:55]2[C:56]([I:80])=[C:57]([NH:72][C:73]([CH2:75][O:76]C(=O)C)=[O:74])[C:58]([I:71])=[C:59]([C:62](=[O:70])[N:63]([CH2:65][CH:66]([OH:69])[CH2:67][OH:68])[CH3:64])[C:60]=2[I:61])=[O:54])[CH:16]1[OH:81])=[O:13])=[O:7])(=O)C.N.